This data is from Forward reaction prediction with 1.9M reactions from USPTO patents (1976-2016). The task is: Predict the product of the given reaction. (1) The product is: [ClH:30].[NH2:16][CH2:2][C:3]([C:5]1[S:6][C:7]2[CH:14]=[CH:13][CH:12]=[CH:11][C:8]=2[C:9]=1[CH3:10])=[O:4]. Given the reactants Br[CH2:2][C:3]([C:5]1[S:6][C:7]2[CH:14]=[CH:13][CH:12]=[CH:11][C:8]=2[C:9]=1[CH3:10])=[O:4].C1N2CN3CN(C2)C[N:16]1C3.C(OCC)C.[Cl:30]C(Cl)Cl, predict the reaction product. (2) Given the reactants [Cl:1][C:2]1[CH:3]=[CH:4][C:5]([O:19][CH2:20][C:21]2[CH:26]=[CH:25][CH:24]=[CH:23][CH:22]=2)=[C:6]([C:8]2[S:9][CH:10]=[C:11]([CH2:13][C:14]([O:16][CH2:17][CH3:18])=[O:15])[N:12]=2)[CH:7]=1.[CH:27]([N-]C(C)C)(C)C.[Li+].CCCCCCC.O1CCCC1.C(C1C=CC=CC=1)C.CI, predict the reaction product. The product is: [Cl:1][C:2]1[CH:3]=[CH:4][C:5]([O:19][CH2:20][C:21]2[CH:22]=[CH:23][CH:24]=[CH:25][CH:26]=2)=[C:6]([C:8]2[S:9][CH:10]=[C:11]([CH:13]([CH3:27])[C:14]([O:16][CH2:17][CH3:18])=[O:15])[N:12]=2)[CH:7]=1.